From a dataset of Full USPTO retrosynthesis dataset with 1.9M reactions from patents (1976-2016). Predict the reactants needed to synthesize the given product. (1) Given the product [Cl:11][C:12]1[N:17]=[C:16]([CH3:18])[N:15]=[C:14]([O:19][CH2:20][CH2:21][O:22][CH:23]2[CH:28]([C:29]3[CH:30]=[CH:31][C:32]([O:35][CH2:36][CH2:37][CH2:38][O:39][CH2:40][C:41]4[CH:46]=[CH:45][CH:44]=[CH:43][C:42]=4[O:47][CH3:48])=[CH:33][CH:34]=3)[CH2:27][CH2:26][N:25]([C:49]([O:51][C:52]([CH3:55])([CH3:53])[CH3:54])=[O:50])[CH2:24]2)[C:13]=1[CH2:56][CH2:57][OH:58], predict the reactants needed to synthesize it. The reactants are: [H-].C([Al+]CC(C)C)C(C)C.[Cl:11][C:12]1[N:17]=[C:16]([CH3:18])[N:15]=[C:14]([O:19][CH2:20][CH2:21][O:22][CH:23]2[CH:28]([C:29]3[CH:34]=[CH:33][C:32]([O:35][CH2:36][CH2:37][CH2:38][O:39][CH2:40][C:41]4[CH:46]=[CH:45][CH:44]=[CH:43][C:42]=4[O:47][CH3:48])=[CH:31][CH:30]=3)[CH2:27][CH2:26][N:25]([C:49]([O:51][C:52]([CH3:55])([CH3:54])[CH3:53])=[O:50])[CH2:24]2)[C:13]=1[CH2:56][C:57](OC)=[O:58].CO.Cl. (2) Given the product [CH:5]12[CH2:6][CH:1]1[CH2:2][N:3]([C:7]([CH3:11])([CH3:10])[CH:8]([C:12]1[CH:17]=[CH:16][CH:15]=[CH:14][CH:13]=1)[NH2:9])[CH2:4]2, predict the reactants needed to synthesize it. The reactants are: [CH:1]12[CH2:6][CH:5]1[CH2:4][N:3]([C:7]([CH3:11])([CH3:10])[C:8]#[N:9])[CH2:2]2.[C:12]1([Li])[CH:17]=[CH:16][CH:15]=[CH:14][CH:13]=1.[BH4-].[Na+].NC(C1C=CC=CC=1)C1(N(C)C)CCCC1. (3) Given the product [C:28]([O:16][CH2:15][C:8]1[NH:9][C:10]2[C:11](=[O:14])[C:12]([CH3:13])=[C:4]([N:1]3[CH2:3][CH2:2]3)[C:5](=[O:18])[C:6]=2[C:7]=1[CH3:17])(=[O:30])[CH3:29], predict the reactants needed to synthesize it. The reactants are: [N:1]1([C:4]2[C:5](=[O:18])[C:6]3[C:7]([CH3:17])=[C:8]([CH2:15][OH:16])[NH:9][C:10]=3[C:11](=[O:14])[C:12]=2[CH3:13])[CH2:3][CH2:2]1.CN(C1C=CC=CN=1)C.[C:28](OC(=O)C)(=[O:30])[CH3:29].[K+].[Br-]. (4) Given the product [CH3:20][C:17]1[O:16][C:15]([C:11]2[CH:10]=[C:9]([OH:8])[CH:14]=[CH:13][CH:12]=2)=[N:19][N:18]=1, predict the reactants needed to synthesize it. The reactants are: COC1C=CC(C[O:8][C:9]2[CH:10]=[C:11]([C:15]3[O:16][C:17]([CH3:20])=[N:18][N:19]=3)[CH:12]=[CH:13][CH:14]=2)=CC=1.C(O)(C(F)(F)F)=O. (5) The reactants are: [Br:1][C:2]1[CH:10]=[CH:9][C:5]([C:6]([OH:8])=[O:7])=[CH:4][C:3]=1[OH:11].C(=O)([O-])[O-].[Cs+].[Cs+].Br[CH2:19][CH2:20][CH2:21][CH3:22]. Given the product [Br:1][C:2]1[CH:10]=[CH:9][C:5]([C:6]([O:8][CH2:19][CH2:20][CH2:21][CH3:22])=[O:7])=[CH:4][C:3]=1[O:11][CH2:10][CH2:2][CH2:3][CH3:4], predict the reactants needed to synthesize it. (6) Given the product [C:17]1([CH3:26])[CH:22]=[CH:21][C:20]([C:13]2[N:14]=[CH:15][C:10]([C:7](=[O:9])[CH3:8])=[CH:11][CH:12]=2)=[CH:19][CH:18]=1, predict the reactants needed to synthesize it. The reactants are: N1C=CC=CC=1.[C:7]([C:10]1[CH:11]=[CH:12][C:13](Br)=[N:14][CH:15]=1)(=[O:9])[CH3:8].[C:17]1([CH3:26])[CH:22]=[CH:21][C:20](B(O)O)=[CH:19][CH:18]=1.C([O-])([O-])=O.[Na+].[Na+]. (7) Given the product [C:3]([C:5]1[CH2:14][C:13](=[O:15])[C:12]2[C:7](=[CH:8][C:9]([CH3:17])=[C:10]([Cl:16])[CH:11]=2)[N:6]=1)([OH:4])=[O:2], predict the reactants needed to synthesize it. The reactants are: C[O:2][C:3]([C:5]1[CH2:14][C:13](=[O:15])[C:12]2[C:7](=[CH:8][C:9]([CH3:17])=[C:10]([Cl:16])[CH:11]=2)[N:6]=1)=[O:4].[OH-].[Li+]. (8) The reactants are: C([O:3][CH2:4][CH2:5][O:6][NH:7][C:8]([C:10]1[CH:15]=[CH:14][C:13](=[O:16])[N:12]([CH3:17])[C:11]=1[NH:18][C:19]1[CH:24]=[CH:23][C:22]([Br:25])=[CH:21][C:20]=1[F:26])=[O:9])=C.BrC1C=CC(NC2N(C)C(=O)C=CC=2C(O)=O)=C(F)C=1.C(OCCON)=C. Given the product [OH:3][CH2:4][CH2:5][O:6][NH:7][C:8]([C:10]1[CH:15]=[CH:14][C:13](=[O:16])[N:12]([CH3:17])[C:11]=1[NH:18][C:19]1[CH:24]=[CH:23][C:22]([Br:25])=[CH:21][C:20]=1[F:26])=[O:9], predict the reactants needed to synthesize it. (9) Given the product [CH2:1]([NH:8][C:9]1[C:14]2=[C:15]([C:18]3[CH:19]=[CH:20][CH:21]=[CH:22][CH:23]=3)[CH:16]=[CH:17][N:13]2[N:12]=[C:11]([C:24]2[CH:25]=[C:26]([S:40]([NH2:43])(=[O:42])=[O:41])[C:27]([OH:30])=[N:28][CH:29]=2)[N:10]=1)[C:2]1[CH:7]=[CH:6][CH:5]=[CH:4][CH:3]=1, predict the reactants needed to synthesize it. The reactants are: [CH2:1]([NH:8][C:9]1[C:14]2=[C:15]([C:18]3[CH:23]=[CH:22][CH:21]=[CH:20][CH:19]=3)[CH:16]=[CH:17][N:13]2[N:12]=[C:11]([C:24]2[CH:25]=[C:26]([S:40]([NH:43]C(C)(C)C)(=[O:42])=[O:41])[C:27]([O:30]CC3C=CC(OC)=CC=3)=[N:28][CH:29]=2)[N:10]=1)[C:2]1[CH:7]=[CH:6][CH:5]=[CH:4][CH:3]=1.